This data is from Peptide-MHC class I binding affinity with 185,985 pairs from IEDB/IMGT. The task is: Regression. Given a peptide amino acid sequence and an MHC pseudo amino acid sequence, predict their binding affinity value. This is MHC class I binding data. The peptide sequence is VRDVVMPAL. The MHC is HLA-B39:01 with pseudo-sequence HLA-B39:01. The binding affinity (normalized) is 0.610.